Dataset: NCI-60 drug combinations with 297,098 pairs across 59 cell lines. Task: Regression. Given two drug SMILES strings and cell line genomic features, predict the synergy score measuring deviation from expected non-interaction effect. (1) Drug 2: C1=C(C(=O)NC(=O)N1)F. Synergy scores: CSS=50.8, Synergy_ZIP=8.30, Synergy_Bliss=10.2, Synergy_Loewe=4.35, Synergy_HSA=12.0. Cell line: OVCAR-5. Drug 1: C1CCC(CC1)NC(=O)N(CCCl)N=O. (2) Drug 1: CS(=O)(=O)C1=CC(=C(C=C1)C(=O)NC2=CC(=C(C=C2)Cl)C3=CC=CC=N3)Cl. Drug 2: CC1=C(C=C(C=C1)NC(=O)C2=CC=C(C=C2)CN3CCN(CC3)C)NC4=NC=CC(=N4)C5=CN=CC=C5. Cell line: U251. Synergy scores: CSS=12.8, Synergy_ZIP=-1.39, Synergy_Bliss=5.09, Synergy_Loewe=5.60, Synergy_HSA=5.66.